From a dataset of Full USPTO retrosynthesis dataset with 1.9M reactions from patents (1976-2016). Predict the reactants needed to synthesize the given product. (1) Given the product [F:24][C:25]1[N:26]=[CH:27][C:28]([C:2]2[N:10]3[C:5]([CH:6]=[N:7][C:8]([NH:11][C:12]4[CH:17]=[CH:16][C:15]([N:18]5[CH2:19][CH2:20][O:21][CH2:22][CH2:23]5)=[CH:14][CH:13]=4)=[N:9]3)=[CH:4][CH:3]=2)=[CH:29][C:30]=1[CH3:31], predict the reactants needed to synthesize it. The reactants are: Br[C:2]1[N:10]2[C:5]([CH:6]=[N:7][C:8]([NH:11][C:12]3[CH:17]=[CH:16][C:15]([N:18]4[CH2:23][CH2:22][O:21][CH2:20][CH2:19]4)=[CH:14][CH:13]=3)=[N:9]2)=[CH:4][CH:3]=1.[F:24][C:25]1[C:30]([CH3:31])=[CH:29][C:28](B(O)O)=[CH:27][N:26]=1. (2) Given the product [CH:28]([C:2]1[C:12]2[N:11]3[CH2:13][CH2:14][CH2:15][C@@H:16]([NH:17][C:18](=[O:23])[C:19]([F:22])([F:21])[F:20])[C@H:10]3[C:9]3[CH:24]=[CH:25][CH:26]=[CH:27][C:8]=3[O:7][C:6]=2[CH:5]=[CH:4][CH:3]=1)=[CH2:29], predict the reactants needed to synthesize it. The reactants are: Br[C:2]1[C:12]2[N:11]3[CH2:13][CH2:14][CH2:15][C@@H:16]([NH:17][C:18](=[O:23])[C:19]([F:22])([F:21])[F:20])[C@H:10]3[C:9]3[CH:24]=[CH:25][CH:26]=[CH:27][C:8]=3[O:7][C:6]=2[CH:5]=[CH:4][CH:3]=1.[CH:28]([Sn](CCCC)(CCCC)CCCC)=[CH2:29].O. (3) Given the product [Cl:1][C:2]1[CH:10]=[C:9]2[C:5]([C:6]([CH2:15][CH2:16][CH2:17][O:18][C:19]3[CH:24]=[C:23]([CH3:25])[C:22]([Cl:26])=[C:21]([CH3:27])[CH:20]=3)=[CH:7][N:8]2[CH2:15][CH2:16][C:17]([NH:44][S:41]([C:38]2[CH:39]=[CH:40][C:35]([O:28][C:29]3[CH:30]=[CH:31][CH:32]=[CH:33][CH:34]=3)=[CH:36][CH:37]=2)(=[O:42])=[O:43])=[O:18])=[CH:4][CH:3]=1, predict the reactants needed to synthesize it. The reactants are: [Cl:1][C:2]1[CH:10]=[C:9]2[C:5]([C:6]([CH2:15][CH2:16][CH2:17][O:18][C:19]3[CH:24]=[C:23]([CH3:25])[C:22]([Cl:26])=[C:21]([CH3:27])[CH:20]=3)=[CH:7][N:8]2CC(O)=O)=[CH:4][CH:3]=1.[O:28]([C:35]1[CH:40]=[CH:39][C:38]([S:41]([NH2:44])(=[O:43])=[O:42])=[CH:37][CH:36]=1)[C:29]1[CH:34]=[CH:33][CH:32]=[CH:31][CH:30]=1. (4) Given the product [Br:1][C:2]1[CH:3]=[C:4]2[C:8](=[C:9]([C:11]([O:13][CH2:14][CH3:15])=[O:12])[CH:10]=1)[NH:7][CH:6]=[C:5]2[CH:16]1[CH2:21][CH2:20][CH2:19][S:44](=[O:46])(=[O:43])[CH2:17]1, predict the reactants needed to synthesize it. The reactants are: [Br:1][C:2]1[CH:3]=[C:4]2[C:8](=[C:9]([C:11]([O:13][CH2:14][CH3:15])=[O:12])[CH:10]=1)[NH:7][CH:6]=[C:5]2[CH:16]1[CH2:21][CH2:20][CH2:19]S[CH2:17]1.C(N(CC(O)=O)CC(O)=O)CN(CC(O)=O)CC(O)=O.O[O:43][S:44]([O-:46])=O.[K+].C(=O)(O)[O-].[Na+]. (5) Given the product [CH3:1][O:2][C:3]([C:5]1[CH:6]=[N:7][C:8]2[C:13]([C:14]=1[O:15][CH3:16])=[CH:12][C:11]([CH:62]=[O:63])=[CH:10][CH:9]=2)=[O:4], predict the reactants needed to synthesize it. The reactants are: [CH3:1][O:2][C:3]([C:5]1[CH:6]=[N:7][C:8]2[C:13]([C:14]=1[O:15][CH3:16])=[CH:12][C:11](I)=[CH:10][CH:9]=2)=[O:4].C(N(CC)CC)C.C1(C(C2C=CC=CC=2)CCP)C=CC=CC=1.C([SiH](CCCCCC)CCCCCC)CCCCC.CN(C)[CH:62]=[O:63]. (6) Given the product [Br:13][C:14]1[CH:18]=[C:17]([Cl:19])[S:16][C:15]=1[S:20]([NH:1][C:2]1[S:3][CH:4]=[C:5]([CH2:7][C:8]([O:10][CH2:11][CH3:12])=[O:9])[N:6]=1)(=[O:22])=[O:21], predict the reactants needed to synthesize it. The reactants are: [NH2:1][C:2]1[S:3][CH:4]=[C:5]([CH2:7][C:8]([O:10][CH2:11][CH3:12])=[O:9])[N:6]=1.[Br:13][C:14]1[CH:18]=[C:17]([Cl:19])[S:16][C:15]=1[S:20](Cl)(=[O:22])=[O:21].